Dataset: Catalyst prediction with 721,799 reactions and 888 catalyst types from USPTO. Task: Predict which catalyst facilitates the given reaction. (1) Reactant: C([O:9][CH2:10][CH2:11][O:12][CH2:13][CH2:14][N:15]1[C:23]2[C:22]([NH:24][C:25]3[CH:45]=[CH:44][C:28]([O:29][C:30]4[CH:31]=[C:32]([CH:37]=[C:38]([C:40]([F:43])([F:42])[F:41])[CH:39]=4)[C:33]([O:35]C)=[O:34])=[C:27]([Cl:46])[CH:26]=3)=[N:21][CH:20]=[N:19][C:18]=2[CH:17]=[CH:16]1)(=O)C1C=CC=CC=1.CO.[OH-].[Na+].Cl. Product: [Cl:46][C:27]1[CH:26]=[C:25]([NH:24][C:22]2[C:23]3[N:15]([CH2:14][CH2:13][O:12][CH2:11][CH2:10][OH:9])[CH:16]=[CH:17][C:18]=3[N:19]=[CH:20][N:21]=2)[CH:45]=[CH:44][C:28]=1[O:29][C:30]1[CH:31]=[C:32]([CH:37]=[C:38]([C:40]([F:41])([F:42])[F:43])[CH:39]=1)[C:33]([OH:35])=[O:34]. The catalyst class is: 6. (2) Reactant: [F:1][C:2]1[CH:21]=[C:20]([F:22])[C:19]([F:23])=[CH:18][C:3]=1[CH2:4][CH:5]1[CH2:7][N@:6]1[C:8]([O:10][CH2:11][C:12]1[CH:17]=[CH:16][CH:15]=[CH:14][CH:13]=1)=[O:9].O.[C-:25]#[N:26].[K+].ClCCl. Product: [C:25]([CH2:7][C@H:5]([NH:6][C:8](=[O:9])[O:10][CH2:11][C:12]1[CH:13]=[CH:14][CH:15]=[CH:16][CH:17]=1)[CH2:4][C:3]1[CH:18]=[C:19]([F:23])[C:20]([F:22])=[CH:21][C:2]=1[F:1])#[N:26]. The catalyst class is: 16. (3) Reactant: [C:1]1([CH2:7][C:8](Cl)=[O:9])[CH:6]=[CH:5][CH:4]=[CH:3][CH:2]=1.[S-:11][C:12]#[N:13].[K+].[NH2:15][C:16]1[CH:36]=[CH:35][C:19]([O:20][C:21]2[CH:26]=[CH:25][N:24]=[C:23]([NH:27][C:28]([N:30]3[CH2:34][CH2:33][CH2:32][CH2:31]3)=[O:29])[CH:22]=2)=[C:18]([F:37])[CH:17]=1.C(OCC)C. Product: [F:37][C:18]1[CH:17]=[C:16]([NH:15][C:12]([NH:13][C:8](=[O:9])[CH2:7][C:1]2[CH:6]=[CH:5][CH:4]=[CH:3][CH:2]=2)=[S:11])[CH:36]=[CH:35][C:19]=1[O:20][C:21]1[CH:26]=[CH:25][N:24]=[C:23]([NH:27][C:28]([N:30]2[CH2:31][CH2:32][CH2:33][CH2:34]2)=[O:29])[CH:22]=1. The catalyst class is: 10. (4) Reactant: C([Mg]Br)C.C1COCC1.I[C:11]1[N:18]2[C:14]([S:15][CH:16]=[CH:17]2)=[C:13]([S:19][CH3:20])[N:12]=1.C1(C)C=CC(S([C:30]#[N:31])(=O)=O)=CC=1.[Cl-].[NH4+]. Product: [C:30]([C:11]1[N:18]2[C:14]([S:15][CH:16]=[CH:17]2)=[C:13]([S:19][CH3:20])[N:12]=1)#[N:31]. The catalyst class is: 56. (5) Reactant: [OH-].[Na+].C(O)(=O)/C=C\C(O)=O.[CH2:11]([NH:13][C@H:14]1[CH2:19][C@H:18]([CH3:20])[S:17](=[O:22])(=[O:21])[C:16]2[S:23][C:24]([S:26]([NH2:29])(=[O:28])=[O:27])=[CH:25][C:15]1=2)[CH3:12].Cl. The catalyst class is: 69. Product: [CH2:11]([NH:13][C@H:14]1[CH2:19][C@H:18]([CH3:20])[S:17](=[O:21])(=[O:22])[C:16]2[S:23][C:24]([S:26]([NH2:29])(=[O:28])=[O:27])=[CH:25][C:15]1=2)[CH3:12]. (6) Reactant: Br[C:2]1[C:3]([O:9][CH2:10][CH3:11])=[N:4][CH:5]=[C:6]([Cl:8])[CH:7]=1.[C:12]([C:15]1[CH:20]=[CH:19][C:18](B(O)O)=[CH:17][CH:16]=1)(=[O:14])[CH3:13].C(=O)([O-])[O-].[Na+].[Na+]. Product: [Cl:8][C:6]1[CH:7]=[C:2]([C:18]2[CH:19]=[CH:20][C:15]([C:12](=[O:14])[CH3:13])=[CH:16][CH:17]=2)[C:3]([O:9][CH2:10][CH3:11])=[N:4][CH:5]=1. The catalyst class is: 276.